From a dataset of Reaction yield outcomes from USPTO patents with 853,638 reactions. Predict the reaction yield, written as a fraction of the theoretical maximum amount of product (1.0 means a 100% yield; for example, 0.34 means a 34% yield). (1) The reactants are FC(F)(F)S(O[C:7]1[CH:12]=[CH:11][C:10]([C:13]2[C:18]([CH3:19])=[N:17][C:16]([CH3:20])=[C:15]([C:21](=[O:23])[NH2:22])[N:14]=2)=[CH:9][CH:8]=1)(=O)=O.[Cl:26][C:27]1[CH:28]=[C:29]([C:42]2([C:45]([O:47][CH3:48])=[O:46])[CH2:44][CH2:43]2)[CH:30]=[CH:31][C:32]=1B1OC(C)(C)C(C)(C)O1.P([O-])([O-])([O-])=O.[K+].[K+].[K+].CO. The catalyst is COCCOC.C1C=CC(P(C2C=CC=CC=2)[C-]2C=CC=C2)=CC=1.C1C=CC(P(C2C=CC=CC=2)[C-]2C=CC=C2)=CC=1.Cl[Pd]Cl.[Fe+2].C(Cl)Cl.O. The product is [C:21]([C:15]1[N:14]=[C:13]([C:10]2[CH:11]=[CH:12][C:7]([C:32]3[CH:31]=[CH:30][C:29]([C:42]4([C:45]([O:47][CH3:48])=[O:46])[CH2:44][CH2:43]4)=[CH:28][C:27]=3[Cl:26])=[CH:8][CH:9]=2)[C:18]([CH3:19])=[N:17][C:16]=1[CH3:20])(=[O:23])[NH2:22]. The yield is 0.495. (2) The reactants are [C:1]([O:5][C:6]([N:8]1[CH2:12][C:11](=[CH2:13])[CH2:10][C@H:9]1[CH2:14][OH:15])=[O:7])([CH3:4])([CH3:3])[CH3:2].[F:16][C:17]1[CH:24]=[C:23]([F:25])[C:22]([F:26])=[CH:21][C:18]=1[CH2:19]Br.[H-].[Na+].[NH4+].[Cl-]. The catalyst is C1COCC1.CCOC(C)=O. The product is [C:1]([O:5][C:6]([N:8]1[CH2:12][C:11](=[CH2:13])[CH2:10][C@H:9]1[CH2:14][O:15][CH2:19][C:18]1[CH:21]=[C:22]([F:26])[C:23]([F:25])=[CH:24][C:17]=1[F:16])=[O:7])([CH3:4])([CH3:3])[CH3:2]. The yield is 0.340. (3) The product is [CH2:48]([CH:40]([CH2:41][C:42]1[CH:47]=[CH:46][CH:45]=[CH:44][CH:43]=1)[CH2:39][NH:38][C:34]1[N:33]=[C:32]([I:55])[N:31]=[C:30]2[C:35]=1[N:36]=[CH:37][N:29]2[C@@H:11]1[O:12][C@H:13]([C:24]([NH:26][CH2:27][CH3:28])=[O:25])[C@@H:14]([OH:15])[C@H:10]1[OH:9])[C:49]1[CH:54]=[CH:53][CH:52]=[CH:51][CH:50]=1. The yield is 0.860. The reactants are C([O:9][C@@H:10]1[C@H:14]([O:15]C(=O)C2C=CC=CC=2)[C@@H:13]([C:24]([NH:26][CH2:27][CH3:28])=[O:25])[O:12][C@H:11]1[N:29]1[CH:37]=[N:36][C:35]2[C:30]1=[N:31][C:32]([I:55])=[N:33][C:34]=2[NH:38][CH2:39][CH:40]([CH2:48][C:49]1[CH:54]=[CH:53][CH:52]=[CH:51][CH:50]=1)[CH2:41][C:42]1[CH:47]=[CH:46][CH:45]=[CH:44][CH:43]=1)(=O)C1C=CC=CC=1.C(=O)([O-])[O-].[Na+].[Na+]. The catalyst is CO. (4) The reactants are [CH:1]#C.[C:3]([O:7][K])([CH3:6])([CH3:5])[CH3:4].[C:9]1(=[CH:14][CH2:15]CC(=O)C)[CH2:13][CH2:12][CH2:11][CH2:10]1. The catalyst is C1COCC1. The product is [C:9]1(=[CH:14][CH2:15][CH2:4][C:3]([CH3:6])([OH:7])[C:5]#[CH:1])[CH2:13][CH2:12][CH2:11][CH2:10]1. The yield is 0.810. (5) The catalyst is C1COCC1. The yield is 0.980. The product is [C:4]([O:3][C:1]([N:8]1[CH2:13][CH2:12][CH:11]([NH:25][CH:23]2[C:24]3[N:15]=[CH:16][CH:17]=[CH:18][C:19]=3[CH2:20][CH2:21][CH2:22]2)[CH2:10][CH2:9]1)=[O:2])([CH3:7])([CH3:6])[CH3:5]. The reactants are [C:1]([N:8]1[CH2:13][CH2:12][C:11](=O)[CH2:10][CH2:9]1)([O:3][C:4]([CH3:7])([CH3:6])[CH3:5])=[O:2].[N:15]1[C:24]2[CH:23]([NH2:25])[CH2:22][CH2:21][CH2:20][C:19]=2[CH:18]=[CH:17][CH:16]=1.C(O[BH-](OC(=O)C)OC(=O)C)(=O)C.[Na+].C(O)(=O)C. (6) The reactants are [NH2:1][C:2]1[N:7]=[CH:6][N:5]=[C:4]2[N:8]([C@@H:26]3[CH2:31][CH2:30][CH2:29][N:28](C(OC(C)(C)C)=O)[CH2:27]3)[N:9]=[C:10]([C:11]3[CH:16]=[CH:15][C:14]([O:17][C:18]4[CH:23]=[C:22]([F:24])[CH:21]=[CH:20][C:19]=4[F:25])=[CH:13][CH:12]=3)[C:3]=12.C(O)(C(F)(F)F)=O. The catalyst is ClCCl. The product is [F:25][C:19]1[CH:20]=[CH:21][C:22]([F:24])=[CH:23][C:18]=1[O:17][C:14]1[CH:13]=[CH:12][C:11]([C:10]2[C:3]3[C:4](=[N:5][CH:6]=[N:7][C:2]=3[NH2:1])[N:8]([C@@H:26]3[CH2:31][CH2:30][CH2:29][NH:28][CH2:27]3)[N:9]=2)=[CH:16][CH:15]=1. The yield is 0.990. (7) The reactants are CCN(C(C)C)C(C)C.[Cl:10][C:11]1[CH:19]=[CH:18][C:17]([F:20])=[CH:16][C:12]=1[C:13]([OH:15])=O.C1C=CC2N(O)N=NC=2C=1.CCN=C=NCCCN(C)C.[O:42]=[C:43]([N:60]1[CH2:65][CH2:64][NH:63][CH2:62][CH2:61]1)[CH2:44][NH:45][C:46]([C:48]1[CH:53]=[CH:52][C:51]([C:54]2[CH:59]=[CH:58][CH:57]=[CH:56][CH:55]=2)=[CH:50][CH:49]=1)=[O:47]. The catalyst is CN(C=O)C.O. The product is [Cl:10][C:11]1[CH:19]=[CH:18][C:17]([F:20])=[CH:16][C:12]=1[C:13]([N:63]1[CH2:62][CH2:61][N:60]([C:43](=[O:42])[CH2:44][NH:45][C:46]([C:48]2[CH:53]=[CH:52][C:51]([C:54]3[CH:59]=[CH:58][CH:57]=[CH:56][CH:55]=3)=[CH:50][CH:49]=2)=[O:47])[CH2:65][CH2:64]1)=[O:15]. The yield is 0.283. (8) The yield is 0.670. No catalyst specified. The reactants are [Cl:1][C:2]1[CH:10]=[C:9]2[C:5]([C@@:6]3([C@@H:15]([C:16]4[CH:21]=[CH:20][CH:19]=[C:18]([Cl:22])[C:17]=4[F:23])[C@H:14]([C:24](O)=[O:25])[NH:13][C:12]43[CH2:29][C:28]([CH2:32][F:33])([CH2:30][F:31])[CH2:27]4)[C:7](=[O:11])[NH:8]2)=[CH:4][CH:3]=1.[NH2:34][C@H:35]1[CH2:40][CH2:39][C@H:38]([OH:41])[CH2:37][CH2:36]1. The product is [Cl:1][C:2]1[CH:10]=[C:9]2[C:5]([C@@:6]3([C@@H:15]([C:16]4[CH:21]=[CH:20][CH:19]=[C:18]([Cl:22])[C:17]=4[F:23])[C@H:14]([C:24]([NH:34][C@H:35]4[CH2:40][CH2:39][C@H:38]([OH:41])[CH2:37][CH2:36]4)=[O:25])[NH:13][C:12]43[CH2:27][C:28]([CH2:30][F:31])([CH2:32][F:33])[CH2:29]4)[C:7](=[O:11])[NH:8]2)=[CH:4][CH:3]=1.